From a dataset of Merck oncology drug combination screen with 23,052 pairs across 39 cell lines. Regression. Given two drug SMILES strings and cell line genomic features, predict the synergy score measuring deviation from expected non-interaction effect. Drug 1: CC(=O)OC1C(=O)C2(C)C(O)CC3OCC3(OC(C)=O)C2C(OC(=O)c2ccccc2)C2(O)CC(OC(=O)C(O)C(NC(=O)c3ccccc3)c3ccccc3)C(C)=C1C2(C)C. Drug 2: C=CCn1c(=O)c2cnc(Nc3ccc(N4CCN(C)CC4)cc3)nc2n1-c1cccc(C(C)(C)O)n1. Cell line: T47D. Synergy scores: synergy=-22.9.